From a dataset of Forward reaction prediction with 1.9M reactions from USPTO patents (1976-2016). Predict the product of the given reaction. (1) Given the reactants NN.[C:3]([O:7][C:8](=[O:23])[N:9]([CH2:12][CH2:13][N:14]1CC2C(=CC=CC=2)C1)[CH2:10][CH3:11])([CH3:6])([CH3:5])[CH3:4], predict the reaction product. The product is: [C:3]([O:7][C:8](=[O:23])[N:9]([CH2:12][CH2:13][NH2:14])[CH2:10][CH3:11])([CH3:4])([CH3:5])[CH3:6]. (2) Given the reactants [CH2:1]([O:4][C:5]1[CH:6]=[C:7]([CH:17]=[CH:18][CH:19]=1)[O:8][C:9]1[CH:16]=[CH:15][C:12]([CH:13]=O)=[CH:11][CH:10]=1)[CH:2]=[CH2:3].[CH3:20][C:21]1[C:27]([N+:28]([O-:30])=[O:29])=[CH:26][CH:25]=[CH:24][C:22]=1[NH2:23], predict the reaction product. The product is: [CH2:1]([O:4][C:5]1[CH:6]=[C:7]([CH:17]=[CH:18][CH:19]=1)[O:8][C:9]1[CH:16]=[CH:15][C:12]([CH2:13][NH:23][C:22]2[CH:24]=[CH:25][CH:26]=[C:27]([N+:28]([O-:30])=[O:29])[C:21]=2[CH3:20])=[CH:11][CH:10]=1)[CH:2]=[CH2:3]. (3) Given the reactants [Cl:1][C:2]1[CH:3]=[C:4]([C:10]2[CH:14]=[CH:13][N:12]([CH2:15][C@@H:16]([NH:18][C:19]([C:21]3[N:22]=[C:23]([CH3:26])[NH:24][CH:25]=3)=[O:20])[CH3:17])[N:11]=2)[CH:5]=[CH:6][C:7]=1[C:8]#[N:9].[CH:27]([C:29]([CH3:31])=[O:30])=[CH2:28], predict the reaction product. The product is: [Cl:1][C:2]1[CH:3]=[C:4]([C:10]2[CH:14]=[CH:13][N:12]([CH2:15][C@@H:16]([NH:18][C:19]([C:21]3[N:22]=[C:23]([CH3:26])[N:24]([CH2:28][CH2:27][C:29](=[O:30])[CH3:31])[CH:25]=3)=[O:20])[CH3:17])[N:11]=2)[CH:5]=[CH:6][C:7]=1[C:8]#[N:9]. (4) Given the reactants Br[C:2]1[C:3]([C:17]2[CH:22]=[CH:21][C:20]([F:23])=[CH:19][CH:18]=2)=[N:4][N:5]2[C:10]([NH:11][CH:12]3[CH2:16][CH2:15][CH2:14][CH2:13]3)=[CH:9][CH:8]=[CH:7][C:6]=12.[F:24][C:25]1[CH:30]=[C:29](B(O)O)[CH:28]=[CH:27][N:26]=1, predict the reaction product. The product is: [CH:12]1([NH:11][C:10]2[N:5]3[N:4]=[C:3]([C:17]4[CH:22]=[CH:21][C:20]([F:23])=[CH:19][CH:18]=4)[C:2]([C:29]4[CH:28]=[CH:27][N:26]=[C:25]([F:24])[CH:30]=4)=[C:6]3[CH:7]=[CH:8][CH:9]=2)[CH2:16][CH2:15][CH2:14][CH2:13]1. (5) The product is: [Br:15][CH2:1][C:2]1[C:7]([C:8]([F:11])([F:10])[F:9])=[CH:6][CH:5]=[CH:4][C:3]=1[N+:12]([O-:14])=[O:13]. Given the reactants [CH3:1][C:2]1[C:7]([C:8]([F:11])([F:10])[F:9])=[CH:6][CH:5]=[CH:4][C:3]=1[N+:12]([O-:14])=[O:13].[Br:15]N1C(=O)CCC1=O, predict the reaction product. (6) Given the reactants [F:1][C:2]1[CH:7]=[C:6]([F:8])[CH:5]=[CH:4][C:3]=1[C@@H:9]([N:13]1[C@H:18]([CH2:19][CH:20]([CH3:22])[CH3:21])[C:17](=[O:23])[NH:16][C@H:15]([CH:24]2[CH2:32][C:31]3[C:26](=[CH:27][CH:28]=[CH:29][CH:30]=3)[CH2:25]2)[C:14]1=[O:33])[C:10]([OH:12])=[O:11].C(=O)([O-])[O-].[K+].[K+].[C:40]([O:43][CH:44](Br)[CH3:45])(=[O:42])[CH3:41], predict the reaction product. The product is: [F:1][C:2]1[CH:7]=[C:6]([F:8])[CH:5]=[CH:4][C:3]=1[C@@H:9]([N:13]1[C@H:18]([CH2:19][CH:20]([CH3:22])[CH3:21])[C:17](=[O:23])[NH:16][C@H:15]([CH:24]2[CH2:32][C:31]3[C:26](=[CH:27][CH:28]=[CH:29][CH:30]=3)[CH2:25]2)[C:14]1=[O:33])[C:10]([O:12][CH2:45][CH2:44][O:43][C:40](=[O:42])[CH3:41])=[O:11]. (7) Given the reactants Cl.[C:2]([C:4]1[CH:5]=[C:6]([C:10]2[N:11]=[C:12]3[N:16]([C:17]=2[C:18]2[CH:23]=[CH:22][N:21]=[C:20]([NH:24][C@@H:25]4[CH2:30][CH2:29][CH2:28][NH:27][CH2:26]4)[N:19]=2)[CH:15]=[CH:14][S:13]3)[CH:7]=[CH:8][CH:9]=1)#[N:3].C(N(CC)CC)C.[Cl:38][C:39]1[CH:44]=[CH:43][C:42]([S:45](Cl)(=[O:47])=[O:46])=[CH:41][CH:40]=1, predict the reaction product. The product is: [Cl:38][C:39]1[CH:44]=[CH:43][C:42]([S:45]([N:27]2[CH2:28][CH2:29][CH2:30][C@@H:25]([NH:24][C:20]3[N:19]=[C:18]([C:17]4[N:16]5[C:12]([S:13][CH:14]=[CH:15]5)=[N:11][C:10]=4[C:6]4[CH:7]=[CH:8][CH:9]=[C:4]([C:2]#[N:3])[CH:5]=4)[CH:23]=[CH:22][N:21]=3)[CH2:26]2)(=[O:47])=[O:46])=[CH:41][CH:40]=1.